From a dataset of Full USPTO retrosynthesis dataset with 1.9M reactions from patents (1976-2016). Predict the reactants needed to synthesize the given product. (1) Given the product [Br:1][C:2]1[CH:3]=[CH:4][C:5]([Cl:11])=[C:6]([CH2:7][C:17]2[CH:18]=[CH:19][C:14]([CH2:12][CH3:13])=[CH:15][CH:16]=2)[CH:10]=1, predict the reactants needed to synthesize it. The reactants are: [Br:1][C:2]1[CH:3]=[CH:4][C:5]([Cl:11])=[C:6]([CH:10]=1)[C:7](O)=O.[CH2:12]([C:14]1[CH:19]=[CH:18][CH:17]=[CH:16][CH:15]=1)[CH3:13]. (2) Given the product [C:1]([C:5]1[CH:12]=[CH:11][C:8]([CH2:9][NH:21][CH2:20][CH2:19][C:16]2[CH:17]=[CH:18][C:13]([CH3:22])=[CH:14][CH:15]=2)=[CH:7][CH:6]=1)([CH3:4])([CH3:3])[CH3:2], predict the reactants needed to synthesize it. The reactants are: [C:1]([C:5]1[CH:12]=[CH:11][C:8]([CH:9]=O)=[CH:7][CH:6]=1)([CH3:4])([CH3:3])[CH3:2].[C:13]1([CH3:22])[CH:18]=[CH:17][C:16]([CH2:19][CH2:20][NH2:21])=[CH:15][CH:14]=1.[BH4-].[Na+]. (3) Given the product [ClH:31].[Cl:31][C:29]1[CH:28]=[CH:27][C:26]([N:32]2[CH:36]=[N:35][N:34]=[N:33]2)=[C:25]([C:20]2[CH:19]=[C:18]3[N:23]([C@H:15]([C:13]4[NH:14][C:10]([C:7]5[S:6][C:5]([CH2:4][C:3]([OH:37])=[O:2])=[CH:9][CH:8]=5)=[CH:11][N:12]=4)[CH2:16][CH2:17]3)[C:22](=[O:24])[CH:21]=2)[CH:30]=1, predict the reactants needed to synthesize it. The reactants are: C[O:2][C:3](=[O:37])[CH2:4][C:5]1[S:6][C:7]([C:10]2[NH:14][C:13]([C@H:15]3[N:23]4[C:18](=[CH:19][C:20]([C:25]5[CH:30]=[C:29]([Cl:31])[CH:28]=[CH:27][C:26]=5[N:32]5[CH:36]=[N:35][N:34]=[N:33]5)=[CH:21][C:22]4=[O:24])[CH2:17][CH2:16]3)=[N:12][CH:11]=2)=[CH:8][CH:9]=1.ClCCl. (4) Given the product [CH3:12][C:10]1[C:9]([CH2:13][C:14]2[CH:15]=[CH:16][C:17]([C:20]3[CH:25]=[CH:24][N:23]=[C:22]([CH3:26])[CH:21]=3)=[N:18][CH:19]=2)=[CH:8][C:3]([C:4]([O:6][CH3:7])=[O:5])=[C:2]([O:1][S:36]([C:39]([F:42])([F:41])[F:40])(=[O:38])=[O:37])[CH:11]=1, predict the reactants needed to synthesize it. The reactants are: [OH:1][C:2]1[CH:11]=[C:10]([CH3:12])[C:9]([CH2:13][C:14]2[CH:15]=[CH:16][C:17]([C:20]3[CH:25]=[CH:24][N:23]=[C:22]([CH3:26])[CH:21]=3)=[N:18][CH:19]=2)=[CH:8][C:3]=1[C:4]([O:6][CH3:7])=[O:5].[H-].[Na+].C1C=CC(N([S:36]([C:39]([F:42])([F:41])[F:40])(=[O:38])=[O:37])[S:36]([C:39]([F:42])([F:41])[F:40])(=[O:38])=[O:37])=CC=1.Cl. (5) Given the product [Cl:1][C:2]1[N:7]=[CH:6][C:5]2[CH:8]=[N:9][N:10]([CH2:25][O:24][CH2:23][CH2:22][Si:21]([CH3:28])([CH3:27])[CH3:20])[C:4]=2[CH:3]=1, predict the reactants needed to synthesize it. The reactants are: [Cl:1][C:2]1[N:7]=[CH:6][C:5]2[CH:8]=[N:9][NH:10][C:4]=2[CH:3]=1.C(N(CC)C(C)C)(C)C.[CH3:20][Si:21]([CH3:28])([CH3:27])[CH2:22][CH2:23][O:24][CH2:25]Cl. (6) The reactants are: [Br:1]Br.[C:3]([C:11]1[C:12](=[O:21])[N:13]([CH3:20])[C:14](=[O:19])[N:15]([CH3:18])[C:16]=1[CH3:17])(=[O:10])[C:4]1[CH:9]=[CH:8][CH:7]=[CH:6][CH:5]=1.S([O-])([O-])(=O)=S.[Na+].[Na+]. Given the product [C:3]([C:11]1[C:12](=[O:21])[N:13]([CH3:20])[C:14](=[O:19])[N:15]([CH3:18])[C:16]=1[CH2:17][Br:1])(=[O:10])[C:4]1[CH:9]=[CH:8][CH:7]=[CH:6][CH:5]=1, predict the reactants needed to synthesize it. (7) Given the product [CH3:1][CH:2]([CH2:6][C:7]1[CH:12]=[CH:11][CH:10]=[CH:9][CH:8]=1)[CH2:3][OH:4], predict the reactants needed to synthesize it. The reactants are: [CH3:1][CH:2]([CH2:6][C:7]1[CH:12]=[CH:11][CH:10]=[CH:9][CH:8]=1)[C:3](O)=[O:4].[H-].[H-].[H-].[H-].[Li+].[Al+3].